Dataset: Full USPTO retrosynthesis dataset with 1.9M reactions from patents (1976-2016). Task: Predict the reactants needed to synthesize the given product. (1) Given the product [CH3:34][O:33][C:31]1[CH:30]=[CH:29][N:28]=[C:27]([C:24]2[O:23][C:22]([C:9](=[O:8])[CH2:10][CH2:11][CH2:12][CH2:13][CH2:14][CH2:15][C:16]3[CH:17]=[CH:18][CH:19]=[CH:20][CH:21]=3)=[N:26][CH:25]=2)[CH:32]=1, predict the reactants needed to synthesize it. The reactants are: [Si]([O:8][CH:9]([C:22]1[O:23][C:24]([C:27]2[CH:32]=[C:31]([O:33][CH3:34])[CH:30]=[CH:29][N:28]=2)=[CH:25][N:26]=1)[CH2:10][CH2:11][CH2:12][CH2:13][CH2:14][CH2:15][C:16]1[CH:21]=[CH:20][CH:19]=[CH:18][CH:17]=1)(C(C)(C)C)(C)C.[Si](OC(C1OC([Sn](CCCC)(CCCC)CCCC)=CN=1)CCCCCCC1C=CC=CC=1)(C(C)(C)C)(C)C.ClC1C=C(OC)C=CN=1. (2) Given the product [CH3:14][CH:13]([CH3:15])[CH2:12][CH2:11][NH:10][C:8]([C:5]1[N:6]=[N:7][C:2]([N:28]2[CH2:29][CH2:30][CH:25]([CH2:24][CH2:23][C:18]3[CH:19]=[CH:20][CH:21]=[CH:22][C:17]=3[CH3:16])[CH2:26][CH2:27]2)=[CH:3][CH:4]=1)=[O:9], predict the reactants needed to synthesize it. The reactants are: Cl[C:2]1[N:7]=[N:6][C:5]([C:8]([NH:10][CH2:11][CH2:12][CH:13]([CH3:15])[CH3:14])=[O:9])=[CH:4][CH:3]=1.[CH3:16][C:17]1[CH:22]=[CH:21][CH:20]=[CH:19][C:18]=1[CH2:23][CH2:24][CH:25]1[CH2:30][CH2:29][NH:28][CH2:27][CH2:26]1. (3) The reactants are: [F:1][CH2:2][C:3]([C:7]1[O:11][N:10]=[C:9]([NH:12][C:13](=[O:21])OC2C=CC=CC=2)[CH:8]=1)([CH3:6])[CH2:4][F:5].[CH3:22][O:23][C:24]1[CH:25]=[C:26]2[C:31](=[CH:32][C:33]=1[O:34][CH3:35])[N:30]=[CH:29][N:28]=[C:27]2[O:36][C:37]1[C:38]([F:44])=[C:39]([CH:41]=[CH:42][CH:43]=1)[NH2:40]. Given the product [F:5][CH2:4][C:3]([C:7]1[O:11][N:10]=[C:9]([NH:12][C:13]([NH:40][C:39]2[CH:41]=[CH:42][CH:43]=[C:37]([O:36][C:27]3[C:26]4[C:31](=[CH:32][C:33]([O:34][CH3:35])=[C:24]([O:23][CH3:22])[CH:25]=4)[N:30]=[CH:29][N:28]=3)[C:38]=2[F:44])=[O:21])[CH:8]=1)([CH3:6])[CH2:2][F:1], predict the reactants needed to synthesize it. (4) The reactants are: [C:1]1([CH:11]=O)[C:10]2[C:5](=[CH:6][CH:7]=[CH:8][CH:9]=2)[CH:4]=[CH:3][CH:2]=1.[CH3:13][C:14]([CH3:16])=[O:15].[OH-].[Na+].O. Given the product [C:1]1([CH:11]=[CH:13][C:14](=[O:15])[CH:16]=[CH:11][C:1]2[C:10]3[C:5](=[CH:6][CH:7]=[CH:8][CH:9]=3)[CH:4]=[CH:3][CH:2]=2)[C:10]2[C:5](=[CH:6][CH:7]=[CH:8][CH:9]=2)[CH:4]=[CH:3][CH:2]=1, predict the reactants needed to synthesize it. (5) Given the product [CH3:3][O:4][C:5](=[O:27])[CH:6]([NH:15][C:16]([CH3:26])=[CH:17][C:18](=[O:25])[C:19]1[CH:24]=[CH:23][CH:22]=[CH:21][CH:20]=1)[CH2:7][C:8]1[CH:9]=[CH:10][C:11]([O:14][CH2:30][CH2:29][Br:28])=[CH:12][CH:13]=1, predict the reactants needed to synthesize it. The reactants are: [OH-].[K+].[CH3:3][O:4][C:5](=[O:27])[CH:6]([NH:15][C:16]([CH3:26])=[CH:17][C:18](=[O:25])[C:19]1[CH:24]=[CH:23][CH:22]=[CH:21][CH:20]=1)[CH2:7][C:8]1[CH:13]=[CH:12][C:11]([OH:14])=[CH:10][CH:9]=1.[Br:28][CH2:29][CH2:30]Br. (6) Given the product [C:15]([NH:1][C:4]1[CH:9]=[CH:8][CH:7]=[CH:6][C:5]=1[CH2:10][C:11]([O:13][CH3:14])=[O:12])(=[O:17])[CH3:16], predict the reactants needed to synthesize it. The reactants are: [N+:1]([C:4]1[CH:9]=[CH:8][CH:7]=[CH:6][C:5]=1[CH2:10][C:11]([O:13][CH3:14])=[O:12])([O-])=O.[C:15](OC(=O)C)(=[O:17])[CH3:16]. (7) The reactants are: [C:1]([O:4][CH2:5][CH2:6][C@@H:7]([NH:11][C:12]1[C:17]([CH2:18][C:19]2[CH:24]=[CH:23][C:22]([O:25][CH2:26][CH2:27][CH2:28]OS(C)(=O)=O)=[CH:21][C:20]=2[O:34][CH3:35])=[C:16]([CH3:36])[N:15]=[C:14]([NH2:37])[N:13]=1)[CH2:8][CH2:9][CH3:10])(=[O:3])[CH3:2].[F:38][CH:39]([F:48])[CH2:40][NH:41][CH2:42][C:43]([O:45][CH2:46][CH3:47])=[O:44]. Given the product [C:1]([O:4][CH2:5][CH2:6][C@@H:7]([NH:11][C:12]1[C:17]([CH2:18][C:19]2[CH:24]=[CH:23][C:22]([O:25][CH2:26][CH2:27][CH2:28][N:41]([CH2:40][CH:39]([F:38])[F:48])[CH2:42][C:43]([O:45][CH2:46][CH3:47])=[O:44])=[CH:21][C:20]=2[O:34][CH3:35])=[C:16]([CH3:36])[N:15]=[C:14]([NH2:37])[N:13]=1)[CH2:8][CH2:9][CH3:10])(=[O:3])[CH3:2], predict the reactants needed to synthesize it. (8) The reactants are: [N-:1]=[N+:2]=[N-:3].[Na+].Cl.[CH:6]([N:9]1[CH2:14][CH2:13][CH:12]([NH:15][S:16]([CH2:19][CH2:20][CH2:21]Cl)(=[O:18])=[O:17])[CH2:11][CH2:10]1)([CH3:8])[CH3:7].C([O-])([O-])=O.[K+].[K+]. Given the product [CH:6]([N:9]1[CH2:14][CH2:13][CH:12]([NH:15][S:16]([CH2:19][CH2:20][CH2:21][N:1]=[N+:2]=[N-:3])(=[O:18])=[O:17])[CH2:11][CH2:10]1)([CH3:8])[CH3:7], predict the reactants needed to synthesize it. (9) The reactants are: [NH2:1][C:2]1[N:7]([CH3:8])[C:6](=[O:9])[CH:5]=[C:4]([CH2:10][CH2:11][C:12]2[CH:17]=[CH:16][CH:15]=[C:14](Br)[CH:13]=2)[N:3]=1.[Br:19]C1C=CC(CCC(O)=O)=CC=1. Given the product [NH2:1][C:2]1[N:7]([CH3:8])[C:6](=[O:9])[CH:5]=[C:4]([CH2:10][CH2:11][C:12]2[CH:17]=[CH:16][C:15]([Br:19])=[CH:14][CH:13]=2)[N:3]=1, predict the reactants needed to synthesize it.